Dataset: Reaction yield outcomes from USPTO patents with 853,638 reactions. Task: Predict the reaction yield, written as a fraction of the theoretical maximum amount of product (1.0 means a 100% yield; for example, 0.34 means a 34% yield). (1) The reactants are [CH2:1]([C:8]1[C:9]([NH2:22])=[N:10][CH:11]=[C:12]([C:14]2[CH:19]=[CH:18][C:17]([O:20][CH3:21])=[CH:16][CH:15]=2)[N:13]=1)[C:2]1[CH:7]=[CH:6][CH:5]=[CH:4][CH:3]=1.[CH3:23][O:24][C:25]1[CH:33]=[CH:32][C:28]([C:29](Cl)=[O:30])=[CH:27][CH:26]=1.O. The catalyst is N1C=CC=CC=1.CN(C)C1C=CN=CC=1. The product is [CH2:1]([C:8]1[C:9]([NH:22][C:29](=[O:30])[C:28]2[CH:32]=[CH:33][C:25]([O:24][CH3:23])=[CH:26][CH:27]=2)=[N:10][CH:11]=[C:12]([C:14]2[CH:19]=[CH:18][C:17]([O:20][CH3:21])=[CH:16][CH:15]=2)[N:13]=1)[C:2]1[CH:7]=[CH:6][CH:5]=[CH:4][CH:3]=1. The yield is 0.808. (2) The reactants are [C:1]1([C@H:7]2[C:12](=[O:13])[O:11][CH2:10][CH2:9][N:8]2[CH2:14][C:15]2[CH:20]=[CH:19][CH:18]=[CH:17][CH:16]=2)[CH:6]=[CH:5][CH:4]=[CH:3][CH:2]=1.CCC(C)[BH-](C(C)CC)C(C)CC.[Li+].[F:35][C:36]([F:51])([F:50])[C:37]1[CH:38]=[C:39]([CH:43]=[C:44]([C:46]([F:49])([F:48])[F:47])[CH:45]=1)[C:40](Cl)=[O:41]. The catalyst is C1COCC1. The product is [F:35][C:36]([F:50])([F:51])[C:37]1[CH:38]=[C:39]([CH:43]=[C:44]([C:46]([F:49])([F:47])[F:48])[CH:45]=1)[C:40]([O:13][C@H:12]1[O:11][CH2:10][CH2:9][N:8]([CH2:14][C:15]2[CH:16]=[CH:17][CH:18]=[CH:19][CH:20]=2)[C@H:7]1[C:1]1[CH:6]=[CH:5][CH:4]=[CH:3][CH:2]=1)=[O:41]. The yield is 0.800. (3) The reactants are O=[C:2]1[O:7][C:6]([C:8]2[CH:9]=[C:10]([O:14]C(=O)C)[CH:11]=[CH:12][CH:13]=2)=[N:5][C:4]2[CH:18]=[CH:19][CH:20]=[CH:21][C:3]1=2.[CH2:22]([NH2:30])[CH2:23][C:24]1[CH:29]=[CH:28][CH:27]=[CH:26][CH:25]=1. No catalyst specified. The product is [OH:14][C:10]1[CH:9]=[C:8]([C:6]2[N:30]([CH2:22][CH2:23][C:24]3[CH:29]=[CH:28][CH:27]=[CH:26][CH:25]=3)[C:2](=[O:7])[C:3]3[C:4](=[CH:18][CH:19]=[CH:20][CH:21]=3)[N:5]=2)[CH:13]=[CH:12][CH:11]=1. The yield is 0.620. (4) The reactants are Br[CH2:2][C:3]1[N:8]=[C:7]([N:9]2[CH2:14][CH2:13][O:12][CH2:11][CH2:10]2)[CH:6]=[C:5]([Cl:15])[N:4]=1.C([O-])([O-])=O.[Cs+].[Cs+].[CH3:22][N:23]([CH3:27])[CH2:24][CH2:25][NH2:26].C(Cl)Cl. The catalyst is CN(C=O)C.O. The product is [Cl:15][C:5]1[CH:6]=[C:7]([N:9]2[CH2:14][CH2:13][O:12][CH2:11][CH2:10]2)[N:8]=[C:3]([CH2:2][NH:26][CH2:25][CH2:24][N:23]([CH3:27])[CH3:22])[N:4]=1. The yield is 0.310. (5) The reactants are [Si:1]([O:8][CH:9]1[CH2:14][CH2:13][CH:12]([C:15]2[N:20]=[C:19]([C:21]([O:23]C)=[O:22])[CH:18]=[CH:17][C:16]=2[F:25])[CH2:11][CH2:10]1)([C:4]([CH3:7])([CH3:6])[CH3:5])([CH3:3])[CH3:2].[Li+].[OH-].Cl.C(OCC)(=O)C. The catalyst is C1COCC1.CO. The product is [Si:1]([O:8][CH:9]1[CH2:10][CH2:11][CH:12]([C:15]2[N:20]=[C:19]([C:21]([OH:23])=[O:22])[CH:18]=[CH:17][C:16]=2[F:25])[CH2:13][CH2:14]1)([C:4]([CH3:7])([CH3:6])[CH3:5])([CH3:3])[CH3:2]. The yield is 0.820. (6) The reactants are [Br:1][C:2]1[CH:3]=[C:4]([CH:8]=[CH:9][CH:10]=1)[C:5](Cl)=[O:6].[CH2:11]([NH:13][CH2:14][CH3:15])[CH3:12]. The catalyst is C1COCC1.C(OCC)(=O)C. The product is [Br:1][C:2]1[CH:3]=[C:4]([CH:8]=[CH:9][CH:10]=1)[C:5]([N:13]([CH2:14][CH3:15])[CH2:11][CH3:12])=[O:6]. The yield is 0.990. (7) The reactants are Br[CH2:2][C:3]1[CH:12]=[CH:11][C:6]([C:7]([O:9][CH3:10])=[O:8])=[CH:5][C:4]=1[C:13]([F:16])([F:15])[F:14].[N:17]1([C:23]([O:25][C:26]([CH3:29])([CH3:28])[CH3:27])=[O:24])[CH2:22][CH2:21][NH:20][CH2:19][CH2:18]1.C([O-])([O-])=O.[Cs+].[Cs+].O. The catalyst is CN(C=O)C. The product is [CH3:10][O:9][C:7]([C:6]1[CH:11]=[CH:12][C:3]([CH2:2][N:20]2[CH2:19][CH2:18][N:17]([C:23]([O:25][C:26]([CH3:29])([CH3:28])[CH3:27])=[O:24])[CH2:22][CH2:21]2)=[C:4]([C:13]([F:16])([F:15])[F:14])[CH:5]=1)=[O:8]. The yield is 0.570. (8) The yield is 0.680. The reactants are C1(P(C2C=CC=CC=2)C2C=CC=CC=2)C=CC=CC=1.N1C=CN=C1.[I-:25].[C:26]([O:30][C:31]([NH:33][C@@H:34]([CH2:39]O)[C:35]([O:37][CH3:38])=[O:36])=[O:32])([CH3:29])([CH3:28])[CH3:27]. The product is [C:26]([O:30][C:31]([NH:33][C@@H:34]([CH2:39][I:25])[C:35]([O:37][CH3:38])=[O:36])=[O:32])([CH3:29])([CH3:28])[CH3:27]. The catalyst is C(Cl)Cl. (9) The reactants are C(OC([N:6]=[S:7]([C:10]1[CH:11]=[C:12]([CH:34]=[CH:35][CH:36]=1)[CH2:13][O:14][C:15]1[CH:24]=[C:23]2[C:18]([C:19]([NH:25][CH:26]([CH3:28])[CH3:27])=[N:20][CH:21]=[N:22]2)=[CH:17][C:16]=1[C:29]([O:31]CC)=[O:30])([CH3:9])=[O:8])=O)C.[O-]CC.[Na+]. No catalyst specified. The product is [CH:26]([NH:25][C:19]1[C:18]2[C:23](=[CH:24][C:15]([O:14][CH2:13][C:12]3[CH:34]=[CH:35][CH:36]=[C:10]([S:7]([CH3:9])(=[NH:6])=[O:8])[CH:11]=3)=[C:16]([C:29]([OH:31])=[O:30])[CH:17]=2)[N:22]=[CH:21][N:20]=1)([CH3:28])[CH3:27]. The yield is 0.350. (10) The reactants are [Br:1][C:2]1[CH:7]=[CH:6][C:5]([O:8][CH3:9])=[C:4]([N+:10]([O-])=O)[CH:3]=1.[CH:13]([Mg]Br)=[CH2:14]. The catalyst is C1COCC1. The product is [Br:1][C:2]1[CH:7]=[CH:6][C:5]([O:8][CH3:9])=[C:4]2[C:3]=1[CH:13]=[CH:14][NH:10]2. The yield is 0.0800.